This data is from NCI-60 drug combinations with 297,098 pairs across 59 cell lines. The task is: Regression. Given two drug SMILES strings and cell line genomic features, predict the synergy score measuring deviation from expected non-interaction effect. (1) Drug 1: CC(C1=C(C=CC(=C1Cl)F)Cl)OC2=C(N=CC(=C2)C3=CN(N=C3)C4CCNCC4)N. Drug 2: C1=C(C(=O)NC(=O)N1)N(CCCl)CCCl. Cell line: SW-620. Synergy scores: CSS=34.7, Synergy_ZIP=4.12, Synergy_Bliss=5.53, Synergy_Loewe=3.72, Synergy_HSA=5.92. (2) Drug 1: CC12CCC3C(C1CCC2=O)CC(=C)C4=CC(=O)C=CC34C. Drug 2: C1CC(C1)(C(=O)O)C(=O)O.[NH2-].[NH2-].[Pt+2]. Cell line: SNB-75. Synergy scores: CSS=35.6, Synergy_ZIP=1.41, Synergy_Bliss=6.77, Synergy_Loewe=9.00, Synergy_HSA=9.20.